This data is from Full USPTO retrosynthesis dataset with 1.9M reactions from patents (1976-2016). The task is: Predict the reactants needed to synthesize the given product. (1) Given the product [N:11]([CH2:2][CH2:3][CH2:4][CH2:5][CH2:6][C:7]([O:9][CH3:10])=[O:8])=[N+:12]=[N-:13], predict the reactants needed to synthesize it. The reactants are: Br[CH2:2][CH2:3][CH2:4][CH2:5][CH2:6][C:7]([O:9][CH3:10])=[O:8].[N-:11]=[N+:12]=[N-:13].[Na+].O. (2) Given the product [OH:4][C:5]1[CH:10]=[CH:9][C:8]([C:11]2[C:20]([CH3:21])=[CH:19][C:18]3[C:17]([CH3:23])([CH3:22])[CH2:16][CH2:15][C:14]([CH3:25])([CH3:24])[C:13]=3[CH:12]=2)=[CH:7][C:6]=1[C:26](=[CH2:30])[C:27]([O:29][CH3:33])=[O:28], predict the reactants needed to synthesize it. The reactants are: COC[O:4][C:5]1[CH:10]=[CH:9][C:8]([C:11]2[C:20]([CH3:21])=[CH:19][C:18]3[C:17]([CH3:23])([CH3:22])[CH2:16][CH2:15][C:14]([CH3:25])([CH3:24])[C:13]=3[CH:12]=2)=[CH:7][C:6]=1[C:26](=[CH2:30])[C:27]([OH:29])=[O:28].CO.[CH2:33]1COCC1.S(=O)(=O)(O)O. (3) Given the product [C:31]([O:30][C:28]([C:27]1[N:7]([C:6]2[CH:3]=[CH:2][S:1][CH:5]=2)[C:8]2[C:9]([C:10]=1[NH2:11])=[C:12]([CH3:20])[C:13]([C:16]([F:17])([F:18])[F:19])=[CH:14][CH:15]=2)=[O:29])([CH3:34])([CH3:33])[CH3:32], predict the reactants needed to synthesize it. The reactants are: [S:1]1[CH:5]=C[C:3]([CH2:6][NH:7][C:8]2[CH:15]=[CH:14][C:13]([C:16]([F:19])([F:18])[F:17])=[CH:12][C:9]=2[C:10]#[N:11])=[CH:2]1.[CH3:20]C(C)([O-])C.[K+].Br[CH2:27][C:28]([O:30][C:31]([CH3:34])([CH3:33])[CH3:32])=[O:29].C(OCC)(=O)C. (4) Given the product [Cl:19][C:16]1[CH:17]=[CH:18][C:13]([O:12][C:9]2[CH:8]=[CH:7][C:6]([CH2:5][CH2:4][O:3][C:1]3[NH:2][CH:35]=[C:34]([CH2:39][C:40]4[CH:41]=[N:42][C:43]([O:46][CH3:47])=[N:44][CH:45]=4)[C:32](=[O:33])[N:24]=3)=[CH:11][CH:10]=2)=[N:14][C:15]=1[C:20]([F:22])([F:23])[F:21], predict the reactants needed to synthesize it. The reactants are: [C:1](=[NH:24])([O:3][CH2:4][CH2:5][C:6]1[CH:11]=[CH:10][C:9]([O:12][C:13]2[CH:18]=[CH:17][C:16]([Cl:19])=[C:15]([C:20]([F:23])([F:22])[F:21])[N:14]=2)=[CH:8][CH:7]=1)[NH2:2].FC(F)(F)C([O-])=O.[CH:32]([CH:34]([CH2:39][C:40]1[CH:41]=[N:42][C:43]([O:46][CH3:47])=[N:44][CH:45]=1)[C:35](OC)=O)=[O:33].C([O-])([O-])=O.[K+].[K+].